This data is from Catalyst prediction with 721,799 reactions and 888 catalyst types from USPTO. The task is: Predict which catalyst facilitates the given reaction. (1) Reactant: [OH-].[Li+].[Br:3][C:4]1[N:5]([C:20]2[C:29]3[C:24](=[CH:25][CH:26]=[CH:27][CH:28]=3)[C:23]([CH:30]3[CH2:32][CH2:31]3)=[CH:22][CH:21]=2)[C:6]([S:9][CH2:10][C:11]([NH:13][CH:14]([CH3:19])[C:15]([O:17]C)=[O:16])=[O:12])=[N:7][N:8]=1. Product: [Br:3][C:4]1[N:5]([C:20]2[C:29]3[C:24](=[CH:25][CH:26]=[CH:27][CH:28]=3)[C:23]([CH:30]3[CH2:32][CH2:31]3)=[CH:22][CH:21]=2)[C:6]([S:9][CH2:10][C:11]([NH:13][CH:14]([CH3:19])[C:15]([OH:17])=[O:16])=[O:12])=[N:7][N:8]=1. The catalyst class is: 20. (2) Reactant: [CH2:1]([N:8]([C@H:14]([CH2:17][CH2:18][OH:19])[CH2:15][OH:16])[C:9](=[O:13])[CH:10](Cl)[CH3:11])[C:2]1[CH:7]=[CH:6][CH:5]=[CH:4][CH:3]=1.CC(C)([O-])C.[K+]. Product: [CH2:1]([N:8]1[C@H:14]([CH2:17][CH2:18][OH:19])[CH2:15][O:16][CH:10]([CH3:11])[C:9]1=[O:13])[C:2]1[CH:7]=[CH:6][CH:5]=[CH:4][CH:3]=1. The catalyst class is: 32. (3) Reactant: Cl.[F:2][C:3]1[CH:30]=[CH:29][C:6]([CH2:7][NH:8][C:9]([C:11]2[CH:16]=[C:15]([C:17]3[CH2:21][CH:20]([CH:22]4[CH2:27][CH2:26][NH:25][CH2:24][CH2:23]4)[O:19][N:18]=3)[N:14]=[C:13]([CH3:28])[N:12]=2)=[O:10])=[CH:5][C:4]=1[O:31][CH3:32].[CH3:33][S:34](Cl)(=[O:36])=[O:35]. The catalyst class is: 34. Product: [F:2][C:3]1[CH:30]=[CH:29][C:6]([CH2:7][NH:8][C:9]([C:11]2[CH:16]=[C:15]([C:17]3[CH2:21][CH:20]([CH:22]4[CH2:23][CH2:24][N:25]([S:34]([CH3:33])(=[O:36])=[O:35])[CH2:26][CH2:27]4)[O:19][N:18]=3)[N:14]=[C:13]([CH3:28])[N:12]=2)=[O:10])=[CH:5][C:4]=1[O:31][CH3:32]. (4) Reactant: CCN(S(F)(F)[F:7])CC.O[C:11]1([CH3:43])[CH2:15][N:14]([C:16]([O:18][C:19]([CH3:22])([CH3:21])[CH3:20])=[O:17])[C@H:13]([C:23](=[O:42])[NH:24][CH2:25][C:26]2[CH:31]=[C:30]([C:32]3[CH:33]=[N:34][C:35]([C:38]([F:41])([F:40])[F:39])=[CH:36][CH:37]=3)[N:29]=[CH:28][N:27]=2)[CH2:12]1. Product: [F:7][C:11]1([CH3:43])[CH2:15][N:14]([C:16]([O:18][C:19]([CH3:22])([CH3:20])[CH3:21])=[O:17])[C@H:13]([C:23](=[O:42])[NH:24][CH2:25][C:26]2[CH:31]=[C:30]([C:32]3[CH:33]=[N:34][C:35]([C:38]([F:41])([F:40])[F:39])=[CH:36][CH:37]=3)[N:29]=[CH:28][N:27]=2)[CH2:12]1. The catalyst class is: 4. (5) Reactant: [NH2:1][C:2]1[C:7]([OH:8])=[CH:6][C:5]([C:9]([N:11]2[CH2:16][CH2:15][O:14][CH2:13][CH2:12]2)=[O:10])=[C:4]([F:17])[CH:3]=1.Cl[C:19]1[N:24]=[C:23]([NH:25][CH:26]2[CH2:28][CH2:27]2)[C:22]([C:29]([F:32])([F:31])[F:30])=[CH:21][N:20]=1.Cl. Product: [CH:26]1([NH:25][C:23]2[C:22]([C:29]([F:31])([F:32])[F:30])=[CH:21][N:20]=[C:19]([NH:1][C:2]3[C:7]([OH:8])=[CH:6][C:5]([C:9]([N:11]4[CH2:12][CH2:13][O:14][CH2:15][CH2:16]4)=[O:10])=[C:4]([F:17])[CH:3]=3)[N:24]=2)[CH2:27][CH2:28]1. The catalyst class is: 114.